Predict which catalyst facilitates the given reaction. From a dataset of Catalyst prediction with 721,799 reactions and 888 catalyst types from USPTO. Reactant: [Cl:1][C:2]1[CH:3]=[C:4]([C:10]2[C:11]([CH3:26])=[N:12][N:13]([CH2:16][C:17]3[CH:25]=[CH:24][C:20]([C:21](Cl)=[O:22])=[CH:19][CH:18]=3)[C:14]=2[CH3:15])[CH:5]=[CH:6][C:7]=1[C:8]#[N:9].[CH3:27][NH2:28].C1COCC1.O. Product: [Cl:1][C:2]1[CH:3]=[C:4]([C:10]2[C:11]([CH3:26])=[N:12][N:13]([CH2:16][C:17]3[CH:25]=[CH:24][C:20]([C:21]([NH:28][CH3:27])=[O:22])=[CH:19][CH:18]=3)[C:14]=2[CH3:15])[CH:5]=[CH:6][C:7]=1[C:8]#[N:9]. The catalyst class is: 1.